Dataset: Catalyst prediction with 721,799 reactions and 888 catalyst types from USPTO. Task: Predict which catalyst facilitates the given reaction. (1) Reactant: [CH3:1][C@H:2]([C:15]([OH:17])=O)[C:3]1[CH:4]=[CH:5][C:6]2[CH:7]=[C:8]([O:13][CH3:14])[CH:9]=[CH:10][C:11]=2[CH:12]=1.[SH:18][CH2:19][CH2:20][CH2:21][CH2:22][OH:23].Cl.CN(C)CCCN=C=NCC. Product: [OH:23][CH2:22][CH2:21][CH2:20][CH2:19][S:18][C:15](=[O:17])[C@H:2]([C:3]1[CH:4]=[CH:5][C:6]2[C:11](=[CH:10][CH:9]=[C:8]([O:13][CH3:14])[CH:7]=2)[CH:12]=1)[CH3:1]. The catalyst class is: 166. (2) Reactant: [NH:1]1[CH:5]=[C:4]([C:6]2[CH:11]=[CH:10][N:9]=[CH:8][CH:7]=2)[CH:3]=[N:2]1.[CH2:12](Br)[C:13]1[CH:18]=[CH:17][CH:16]=[CH:15][CH:14]=1. Product: [CH2:12]([N:9]1[CH2:10][CH:11]=[C:6]([C:4]2[CH:5]=[N:1][NH:2][CH:3]=2)[CH2:7][CH2:8]1)[C:13]1[CH:18]=[CH:17][CH:16]=[CH:15][CH:14]=1. The catalyst class is: 41.